This data is from Catalyst prediction with 721,799 reactions and 888 catalyst types from USPTO. The task is: Predict which catalyst facilitates the given reaction. (1) Reactant: [H-].[Na+].[CH2:3]([OH:7])[C:4]#[C:5][CH3:6].Cl[C:9]1[CH:14]=[C:13]([O:15][CH:16]([CH3:21])[C:17]([CH3:20])([CH3:19])[CH3:18])[N:12]=[CH:11][N:10]=1.[Cl-].[NH4+]. Product: [CH2:3]([O:7][C:9]1[CH:14]=[C:13]([O:15][CH:16]([CH3:21])[C:17]([CH3:20])([CH3:19])[CH3:18])[N:12]=[CH:11][N:10]=1)[C:4]#[C:5][CH3:6]. The catalyst class is: 7. (2) Reactant: [Cl:1][C:2]1[CH:12]=[CH:11][C:5]2[CH2:6][CH2:7][NH:8][CH2:9][CH2:10][C:4]=2[C:3]=1[CH2:13][S:14][C:15]1[S:16][CH2:17][CH2:18][N:19]=1.[C:20]([OH:27])(=[O:26])[CH2:21][CH2:22][C:23]([OH:25])=[O:24]. Product: [C:20]([OH:27])(=[O:26])[CH2:21][CH2:22][C:23]([OH:25])=[O:24].[Cl:1][C:2]1[CH:12]=[CH:11][C:5]2[CH2:6][CH2:7][NH:8][CH2:9][CH2:10][C:4]=2[C:3]=1[CH2:13][S:14][C:15]1[S:16][CH2:17][CH2:18][N:19]=1. The catalyst class is: 8. (3) Reactant: [Cl:1][C:2]1[CH:3]=[C:4]([N:9]=[C:10]=S)[CH:5]=[CH:6][C:7]=1[F:8].[NH:12]([C:14](=[O:35])[C:15]([NH:17][C:18]1[CH:19]=[CH:20][C:21]([O:24][C:25]2[CH:34]=[CH:33][C:28]([C:29]([O:31][CH3:32])=[O:30])=[CH:27][CH:26]=2)=[N:22][CH:23]=1)=[O:16])[NH2:13].Cl.CN(C)CCCN=C=NCC.O. Product: [Cl:1][C:2]1[CH:3]=[C:4]([NH:9][C:10]2[O:35][C:14]([C:15]([NH:17][C:18]3[CH:19]=[CH:20][C:21]([O:24][C:25]4[CH:34]=[CH:33][C:28]([C:29]([O:31][CH3:32])=[O:30])=[CH:27][CH:26]=4)=[N:22][CH:23]=3)=[O:16])=[N:12][N:13]=2)[CH:5]=[CH:6][C:7]=1[F:8]. The catalyst class is: 44. (4) Reactant: [F:1][C:2]([F:35])([F:34])[O:3][C:4]1[CH:5]=[C:6]([NH:10][C:11]([C@@H:13]2[CH2:17][CH2:16][C@H:15]([C:18]([CH3:26])([CH3:25])[O:19][SiH2:20][C:21]([CH3:24])([CH3:23])[CH3:22])[N:14]2CC2C=CC=CC=2)=[O:12])[CH:7]=[CH:8][CH:9]=1. Product: [F:35][C:2]([F:1])([F:34])[O:3][C:4]1[CH:5]=[C:6]([NH:10][C:11]([C@@H:13]2[CH2:17][CH2:16][C@H:15]([C:18]([CH3:26])([CH3:25])[O:19][SiH2:20][C:21]([CH3:22])([CH3:24])[CH3:23])[NH:14]2)=[O:12])[CH:7]=[CH:8][CH:9]=1. The catalyst class is: 123. (5) Reactant: [CH3:1][C:2]1[C:6]([C:7]2[CH:15]=[C:14]3[C:10]([C:11]4[C:19]([C:20]5[C:29]6[C:24](=[CH:25][CH:26]=[CH:27][CH:28]=6)[C:23]([C:30]([NH:32][CH2:33][CH2:34][C:35]([O:37]C)=[O:36])=[O:31])=[CH:22][CH:21]=5)=[N:18][C:17]([CH3:39])=[N:16][C:12]=4[NH:13]3)=[CH:9][C:8]=2[O:40][CH3:41])=[C:5]([CH3:42])[O:4][N:3]=1.O[Li].O. Product: [CH3:1][C:2]1[C:6]([C:7]2[CH:15]=[C:14]3[C:10]([C:11]4[C:19]([C:20]5[C:29]6[C:24](=[CH:25][CH:26]=[CH:27][CH:28]=6)[C:23]([C:30]([NH:32][CH2:33][CH2:34][C:35]([OH:37])=[O:36])=[O:31])=[CH:22][CH:21]=5)=[N:18][C:17]([CH3:39])=[N:16][C:12]=4[NH:13]3)=[CH:9][C:8]=2[O:40][CH3:41])=[C:5]([CH3:42])[O:4][N:3]=1. The catalyst class is: 20. (6) Reactant: C(OC([N:8]([CH2:37][C:38]([O:40]C(C)(C)C)=[O:39])[C:9]1[CH:14]=[CH:13][CH:12]=[C:11]([CH:15]([CH2:26][C:27]2[CH:32]=[CH:31][CH:30]=[C:29]([CH2:33][CH2:34][CH2:35][CH3:36])[CH:28]=2)[NH:16][S:17]([C:20]2[CH:25]=[CH:24][CH:23]=[CH:22][N:21]=2)(=[O:19])=[O:18])[N:10]=1)=O)(C)(C)C.Cl.O1CCOCC1. Product: [CH2:33]([C:29]1[CH:28]=[C:27]([CH:32]=[CH:31][CH:30]=1)[CH2:26][CH:15]([NH:16][S:17]([C:20]1[CH:25]=[CH:24][CH:23]=[CH:22][N:21]=1)(=[O:18])=[O:19])[C:11]1[N:10]=[C:9]([NH:8][CH2:37][C:38]([OH:40])=[O:39])[CH:14]=[CH:13][CH:12]=1)[CH2:34][CH2:35][CH3:36]. The catalyst class is: 2. (7) Reactant: [C:1]([O:4][CH2:5][C:6]1[N:11]2[N:12]=[C:13]([C:15]([F:18])([F:17])[F:16])[CH:14]=[C:10]2[C:9]([CH:19]=[O:20])=[CH:8][CH:7]=1)(=[O:3])[CH3:2].[Cr](O[Cr]([O-])(=O)=O)([O-])(=O)=[O:22].[NH+]1C=CC=CC=1.[NH+]1C=CC=CC=1. Product: [C:1]([O:4][CH2:5][C:6]1[N:11]2[N:12]=[C:13]([C:15]([F:17])([F:18])[F:16])[CH:14]=[C:10]2[C:9]([C:19]([OH:22])=[O:20])=[CH:8][CH:7]=1)(=[O:3])[CH3:2]. The catalyst class is: 3. (8) Reactant: [C:1]([Si:5]([CH3:28])([CH3:27])[O:6][C:7]1[CH:16]=[C:15]2[C:10]([C:11]([CH3:26])=[C:12]([CH2:18][O:19][CH2:20][CH2:21][Si:22]([CH3:25])([CH3:24])[CH3:23])[C:13](=[O:17])[O:14]2)=[CH:9][CH:8]=1)([CH3:4])([CH3:3])[CH3:2].CC(C[AlH]CC(C)C)C. Product: [C:1]([Si:5]([CH3:28])([CH3:27])[O:6][C:7]1[CH:16]=[C:15]2[C:10]([C:11]([CH3:26])=[C:12]([CH2:18][O:19][CH2:20][CH2:21][Si:22]([CH3:23])([CH3:25])[CH3:24])[CH:13]([OH:17])[O:14]2)=[CH:9][CH:8]=1)([CH3:4])([CH3:3])[CH3:2]. The catalyst class is: 11. (9) Reactant: [CH:1]12[N:7]([C:8]([O:10][C:11]([CH3:14])([CH3:13])[CH3:12])=[O:9])[CH:4]([CH:5]=[CH:6]1)[CH2:3][CH2:2]2.B.C1C[O:19]CC1. The catalyst class is: 1. Product: [OH:19][CH:6]1[CH2:5][CH:4]2[N:7]([C:8]([O:10][C:11]([CH3:14])([CH3:13])[CH3:12])=[O:9])[CH:1]1[CH2:2][CH2:3]2. (10) Reactant: C(OC([N:8]1[C@H:17]([C:18]([OH:20])=[O:19])[CH2:16][C@@H:15]2[C@@H:10]([CH2:11][CH2:12][C@H:13]([O:21][C:22]3[CH:27]=[C:26]([N:28]4[CH:32]=[CH:31][CH:30]=[N:29]4)[CH:25]=[CH:24][C:23]=3[C:33]3[N:34]=[N:35][NH:36][N:37]=3)[CH2:14]2)[CH2:9]1)=O)(C)(C)C.[ClH:38]. Product: [ClH:38].[N:28]1([C:26]2[CH:25]=[CH:24][C:23]([C:33]3[N:37]=[N:36][NH:35][N:34]=3)=[C:22]([CH:27]=2)[O:21][C@H:13]2[CH2:12][CH2:11][C@@H:10]3[C@@H:15]([CH2:16][C@@H:17]([C:18]([OH:20])=[O:19])[NH:8][CH2:9]3)[CH2:14]2)[CH:32]=[CH:31][CH:30]=[N:29]1. The catalyst class is: 343.